Dataset: Forward reaction prediction with 1.9M reactions from USPTO patents (1976-2016). Task: Predict the product of the given reaction. (1) Given the reactants [OH:1][C:2]([C:5]1[CH:10]=[CH:9][C:8]([C:11]2[N:12]=[C:13]([C:33]3[CH:50]=[CH:49][CH:48]=[CH:47][C:34]=3[CH2:35][N:36]3C(=O)C4C(=CC=CC=4)C3=O)[N:14]3[C:19]4[CH:20]=[CH:21][N:22](S(C5C=CC(C)=CC=5)(=O)=O)[C:18]=4[N:17]=[CH:16][C:15]=23)=[CH:7][CH:6]=1)([CH3:4])[CH3:3].NN.[OH-].[Na+], predict the reaction product. The product is: [NH2:36][CH2:35][C:34]1[CH:47]=[CH:48][CH:49]=[CH:50][C:33]=1[C:13]1[N:14]2[C:19]3[CH:20]=[CH:21][NH:22][C:18]=3[N:17]=[CH:16][C:15]2=[C:11]([C:8]2[CH:9]=[CH:10][C:5]([C:2]([OH:1])([CH3:3])[CH3:4])=[CH:6][CH:7]=2)[N:12]=1. (2) The product is: [Na+:31].[C:1]1([C:23]2[CH:24]=[CH:25][CH:26]=[CH:27][CH:28]=2)[CH:2]=[CH:3][C:4]([CH2:7][C@@H:8]([NH:15][C:16]([O:18][C:19]([CH3:22])([CH3:20])[CH3:21])=[O:17])[CH2:9][C@@H:10]([CH3:14])[C:11]([O-:13])=[O:12])=[CH:5][CH:6]=1. Given the reactants [C:1]1([C:23]2[CH:28]=[CH:27][CH:26]=[CH:25][CH:24]=2)[CH:6]=[CH:5][C:4]([CH2:7][C@@H:8]([NH:15][C:16]([O:18][C:19]([CH3:22])([CH3:21])[CH3:20])=[O:17])[CH2:9][C@@H:10]([CH3:14])[C:11]([OH:13])=[O:12])=[CH:3][CH:2]=1.C[O-].[Na+:31], predict the reaction product. (3) Given the reactants [C:1]([NH:8][C@H:9]([C:17]([OH:19])=[O:18])[CH2:10][C:11]1[CH:16]=[CH:15][CH:14]=[CH:13][CH:12]=1)([O:3][C:4]([CH3:7])([CH3:6])[CH3:5])=[O:2].[CH:20]1[C:25]([N+:26]([O-:28])=[O:27])=[CH:24][CH:23]=[C:22]([OH:29])[CH:21]=1.CCN(C(C)C)C(C)C.CN(C(ON1N=NC2C=CC=NC1=2)=[N+](C)C)C.F[P-](F)(F)(F)(F)F, predict the reaction product. The product is: [C:1]([NH:8][C@H:9]([C:17]([OH:19])=[O:18])[CH2:10][C:11]1[CH:12]=[CH:13][CH:14]=[CH:15][CH:16]=1)([O:3][C:4]([CH3:6])([CH3:5])[CH3:7])=[O:2].[CH:24]1[C:25]([N+:26]([O-:28])=[O:27])=[CH:20][CH:21]=[C:22]([OH:29])[CH:23]=1. (4) Given the reactants [CH2:1]([O:3][C:4](=[O:18])[CH2:5][C:6]1[CH:14]=[CH:13][CH:12]=[C:11]([N+:15]([O-:17])=[O:16])[C:7]=1[C:8]([OH:10])=[O:9])[CH3:2].[C:19](=O)([O-])[O-].[K+].[K+].O, predict the reaction product. The product is: [CH2:1]([O:3][C:4](=[O:18])[CH2:5][C:6]1[CH:14]=[CH:13][CH:12]=[C:11]([N+:15]([O-:17])=[O:16])[C:7]=1[C:8]([O:10][CH3:19])=[O:9])[CH3:2]. (5) Given the reactants [CH3:1][NH:2][CH3:3].[Cl:4][C:5]1[CH:10]=[C:9]([S:11]([CH:14]=[CH2:15])(=[O:13])=[O:12])[CH:8]=[CH:7][C:6]=1[NH:16][C:17](=[O:25])[C@:18]([OH:24])([CH3:23])[C:19]([F:22])([F:21])[F:20], predict the reaction product. The product is: [Cl:4][C:5]1[CH:10]=[C:9]([S:11]([CH2:14][CH2:15][N:2]([CH3:3])[CH3:1])(=[O:13])=[O:12])[CH:8]=[CH:7][C:6]=1[NH:16][C:17](=[O:25])[C@:18]([OH:24])([CH3:23])[C:19]([F:22])([F:21])[F:20]. (6) Given the reactants [CH3:1][Si]([N-][Si](C)(C)C)(C)C.[Li+].[O:11]=[C:12]1[CH2:17][CH2:16][CH2:15][CH2:14][N:13]1[C:18]([O:20][C:21]([CH3:24])([CH3:23])[CH3:22])=[O:19].[NH:25]1[CH:29]=[CH:28][N:27]=[CH:26]1.C(O)(=O)C[C:32]([CH2:37][C:38]([OH:40])=O)(C(O)=O)O, predict the reaction product. The product is: [OH:40][CH:38]([C:37]1[N:25]=[CH:26][N:27]([CH2:28][CH2:29][CH3:1])[CH:32]=1)[CH:17]1[CH2:16][CH2:15][CH2:14][N:13]([C:18]([O:20][C:21]([CH3:24])([CH3:23])[CH3:22])=[O:19])[C:12]1=[O:11].